Dataset: Catalyst prediction with 721,799 reactions and 888 catalyst types from USPTO. Task: Predict which catalyst facilitates the given reaction. (1) Reactant: [CH3:1][C:2]1([CH3:10])[C:7](=[O:8])[CH2:6][C:5](=O)[CH2:4][O:3]1.S(=O)(=O)(O)O.[NH3:16]. Product: [NH2:16][C:5]1[CH2:4][O:3][C:2]([CH3:10])([CH3:1])[C:7](=[O:8])[CH:6]=1. The catalyst class is: 8. (2) Reactant: CC1C2C(=CC=CC=2[N+]([O-])=O)NC=1.[CH3:14][C:15]1[C:23]2[C:18](=[CH:19][C:20]([N+:24]([O-])=O)=[CH:21][CH:22]=2)[NH:17][CH:16]=1. Product: [CH3:14][C:15]1[C:23]2[C:18](=[CH:19][C:20]([NH2:24])=[CH:21][CH:22]=2)[NH:17][CH:16]=1. The catalyst class is: 29. (3) Reactant: [NH2:1][C:2]1[N:3]=[C:4](S(C)(=O)=O)[S:5][C:6]=1[C:7](=[O:9])[CH3:8].[NH2:14][CH:15]1[CH2:20][CH2:19][CH2:18][N:17]([C:21]([O:23][C:24]([CH3:27])([CH3:26])[CH3:25])=[O:22])[CH2:16]1.C(N(CC)C(C)C)(C)C. Product: [C:7]([C:6]1[S:5][C:4]([NH:14][CH:15]2[CH2:20][CH2:19][CH2:18][N:17]([C:21]([O:23][C:24]([CH3:27])([CH3:26])[CH3:25])=[O:22])[CH2:16]2)=[N:3][C:2]=1[NH2:1])(=[O:9])[CH3:8]. The catalyst class is: 16. (4) Reactant: [Cl:1]N1C(=O)CCC1=O.[CH3:9][N:10]([CH3:37])[S:11]([NH:14][C:15]1[CH:16]=[CH:17][C:18]2[CH:34]=[CH:33][C:22]3=[N:23][CH:24]=[C:25]([C:27]4[CH:28]=[N:29][N:30]([CH3:32])[CH:31]=4)[CH:26]=[C:21]3[C:20](=[O:35])[C:19]=2[CH:36]=1)(=[O:13])=[O:12].C(=O)([O-])O.[Na+]. Product: [Cl:1][C:33]1[C:22]2=[N:23][CH:24]=[C:25]([C:27]3[CH:28]=[N:29][N:30]([CH3:32])[CH:31]=3)[CH:26]=[C:21]2[C:20](=[O:35])[C:19]2[CH:36]=[C:15]([NH:14][S:11]([N:10]([CH3:37])[CH3:9])(=[O:13])=[O:12])[CH:16]=[CH:17][C:18]=2[CH:34]=1. The catalyst class is: 10.